From a dataset of Catalyst prediction with 721,799 reactions and 888 catalyst types from USPTO. Predict which catalyst facilitates the given reaction. (1) Reactant: [C:1]1([C:26]2[CH:31]=[CH:30][CH:29]=[CH:28][CH:27]=2)[CH:6]=[CH:5][C:4]([C:7]2[O:8][C:9]([CH3:25])=[C:10]([CH2:12][CH2:13][O:14]S(C3C=CC(C)=CC=3)(=O)=O)[N:11]=2)=[CH:3][CH:2]=1.[CH2:32]([O:34][C:35](=[O:47])[C:36]([O:39][C:40]1[CH:45]=[CH:44][C:43](O)=[CH:42][CH:41]=1)([CH3:38])[CH3:37])[CH3:33].C([O-])([O-])=O.[Cs+].[Cs+]. Product: [CH2:32]([O:34][C:35](=[O:47])[C:36]([CH3:38])([O:39][C:40]1[CH:45]=[CH:44][C:43]([O:14][CH2:13][CH2:12][C:10]2[N:11]=[C:7]([C:4]3[CH:5]=[CH:6][C:1]([C:26]4[CH:31]=[CH:30][CH:29]=[CH:28][CH:27]=4)=[CH:2][CH:3]=3)[O:8][C:9]=2[CH3:25])=[CH:42][CH:41]=1)[CH3:37])[CH3:33]. The catalyst class is: 3. (2) Reactant: [OH:1][C:2]1[CH:7]=[CH:6][C:5]([CH:8]2[CH2:13][CH2:12][C:11](=[O:14])[CH2:10][CH2:9]2)=[CH:4][CH:3]=1.[C:15](=O)([O-])[O-].[Cs+].[Cs+].CI. Product: [CH3:15][O:1][C:2]1[CH:3]=[CH:4][C:5]([CH:8]2[CH2:9][CH2:10][C:11](=[O:14])[CH2:12][CH2:13]2)=[CH:6][CH:7]=1. The catalyst class is: 39.